Dataset: Merck oncology drug combination screen with 23,052 pairs across 39 cell lines. Task: Regression. Given two drug SMILES strings and cell line genomic features, predict the synergy score measuring deviation from expected non-interaction effect. (1) Drug 1: Nc1ccn(C2OC(CO)C(O)C2(F)F)c(=O)n1. Drug 2: Cn1cc(-c2cnn3c(N)c(Br)c(C4CCCNC4)nc23)cn1. Cell line: SW837. Synergy scores: synergy=35.9. (2) Drug 1: CN1C(=O)C=CC2(C)C3CCC4(C)C(NC(=O)OCC(F)(F)F)CCC4C3CCC12. Drug 2: CN(C)C(=N)N=C(N)N. Cell line: COLO320DM. Synergy scores: synergy=2.25. (3) Drug 1: COc1cccc2c1C(=O)c1c(O)c3c(c(O)c1C2=O)CC(O)(C(=O)CO)CC3OC1CC(N)C(O)C(C)O1. Drug 2: C#Cc1cccc(Nc2ncnc3cc(OCCOC)c(OCCOC)cc23)c1. Cell line: A427. Synergy scores: synergy=-5.68.